Dataset: Peptide-MHC class I binding affinity with 185,985 pairs from IEDB/IMGT. Task: Regression. Given a peptide amino acid sequence and an MHC pseudo amino acid sequence, predict their binding affinity value. This is MHC class I binding data. (1) The MHC is Mamu-B03 with pseudo-sequence Mamu-B03. The peptide sequence is WRRDNRRGLRM. The binding affinity (normalized) is 0.326. (2) The peptide sequence is LMTLDDLAI. The MHC is HLA-A68:02 with pseudo-sequence HLA-A68:02. The binding affinity (normalized) is 0.224. (3) The peptide sequence is QLSAIALGV. The MHC is HLA-A02:01 with pseudo-sequence HLA-A02:01. The binding affinity (normalized) is 0.322. (4) The peptide sequence is KYIFWLLL. The MHC is H-2-Kb with pseudo-sequence H-2-Kb. The binding affinity (normalized) is 0.118. (5) The peptide sequence is DILASIIDY. The MHC is HLA-B08:02 with pseudo-sequence HLA-B08:02. The binding affinity (normalized) is 0.0847. (6) The peptide sequence is IPRLLRTFL. The MHC is HLA-B15:01 with pseudo-sequence HLA-B15:01. The binding affinity (normalized) is 0.0847.